From a dataset of Reaction yield outcomes from USPTO patents with 853,638 reactions. Predict the reaction yield, written as a fraction of the theoretical maximum amount of product (1.0 means a 100% yield; for example, 0.34 means a 34% yield). (1) The reactants are [CH3:1][O:2][C@@H:3]1[CH2:8][CH2:7][NH:6][CH2:5][C@H:4]1[NH:9][P:10](=[O:17])([O:14][CH2:15][CH3:16])[O:11][CH2:12][CH3:13].[CH:18](=O)[C:19]1[CH:24]=[CH:23][CH:22]=[CH:21][CH:20]=1.C(O)(=O)C.[BH3-]C#N.[Na+]. The catalyst is CO. The product is [CH2:18]([N:6]1[CH2:7][CH2:8][C@@H:3]([O:2][CH3:1])[C@H:4]([NH:9][P:10](=[O:17])([O:14][CH2:15][CH3:16])[O:11][CH2:12][CH3:13])[CH2:5]1)[C:19]1[CH:24]=[CH:23][CH:22]=[CH:21][CH:20]=1. The yield is 0.980. (2) The catalyst is C(O)C. The reactants are [F:1][C:2]([F:24])([F:23])[S:3]([NH:6][CH2:7][CH2:8][CH2:9][CH2:10][CH2:11][NH:12][CH2:13][C:14]1[N:19]2[CH:20]=[CH:21][N:22]=[C:18]2[CH:17]=[CH:16][CH:15]=1)(=[O:5])=[O:4].[C:25](O[C:25]([O:27][C:28]([CH3:31])([CH3:30])[CH3:29])=[O:26])([O:27][C:28]([CH3:31])([CH3:30])[CH3:29])=[O:26]. The product is [C:28]([O:27][C:25]([N:12]([CH2:13][C:14]1[N:19]2[CH:20]=[CH:21][N:22]=[C:18]2[CH:17]=[CH:16][CH:15]=1)[CH2:11][CH2:10][CH2:9][CH2:8][CH2:7][NH:6][S:3]([C:2]([F:1])([F:23])[F:24])(=[O:5])=[O:4])=[O:26])([CH3:31])([CH3:30])[CH3:29]. The yield is 0.902. (3) The reactants are [F:1][C:2]1([F:18])[C:11]2([CH3:12])[CH:3]1[CH2:4][C:5]1[C:6]([C:13]([O:15][CH2:16][CH3:17])=[O:14])=[N:7][NH:8][C:9]=1[CH2:10]2.[Br:19][C:20]1[CH:21]=[C:22](B(O)O)[CH:23]=[CH:24][CH:25]=1. No catalyst specified. The product is [Br:19][C:20]1[CH:25]=[C:24]([N:8]2[C:9]3[CH2:10][C:11]4([CH3:12])[C:2]([F:1])([F:18])[CH:3]4[CH2:4][C:5]=3[C:6]([C:13]([O:15][CH2:16][CH3:17])=[O:14])=[N:7]2)[CH:23]=[CH:22][CH:21]=1. The yield is 0.300. (4) The reactants are [OH:1][C@@H:2]1[CH2:7][CH2:6][C@H:5]([NH:8][C:9]2[C:14]([C:15]#[N:16])=[CH:13][N:12]=[C:11](S(C)=O)[N:10]=2)[CH2:4][C:3]1([CH3:21])[CH3:20].[F:22][C:23]([F:35])([CH3:34])[CH2:24][O:25][C:26]1[C:31]([CH2:32][NH2:33])=[CH:30][N:29]=[CH:28][N:27]=1. The catalyst is O1CCOCC1. The product is [F:35][C:23]([F:22])([CH3:34])[CH2:24][O:25][C:26]1[C:31]([CH2:32][NH:33][C:11]2[N:10]=[C:9]([NH:8][C@@H:5]3[CH2:6][CH2:7][C@H:2]([OH:1])[C:3]([CH3:21])([CH3:20])[CH2:4]3)[C:14]([C:15]#[N:16])=[CH:13][N:12]=2)=[CH:30][N:29]=[CH:28][N:27]=1. The yield is 0.696. (5) The reactants are [NH2:1][C:2]1[CH:11]=[CH:10][C:9]2[NH:8][C:7](=[O:12])[C:6]3[NH:13][CH:14]=[CH:15][C:5]=3[C:4]=2[CH:3]=1.Cl.[CH2:17]([C:19]([OH:21])=[O:20])[CH3:18].[Br:22][C:23]1[CH:28]=[CH:27][C:26]([S:29](Cl)(=[O:31])=[O:30])=[CH:25][CH:24]=1. No catalyst specified. The product is [Br:22][C:23]1[CH:28]=[CH:27][C:26]([S:29]([NH:1][C:2]2[CH:11]=[CH:10][C:9]3[NH:8][C:7](=[O:12])[C:6]4[NH:13][CH:14]=[CH:15][C:5]=4[C:4]=3[CH:3]=2)(=[O:31])=[O:30])=[CH:25][CH:24]=1.[CH2:17]([C:19]([O-:21])=[O:20])[CH3:18]. The yield is 0.420. (6) The catalyst is CN(C=O)C. The yield is 0.100. The reactants are [C:1]([C:3]1[S:7][C:6]([C:8]2[CH:16]=[CH:15][C:11]([C:12]([OH:14])=O)=[C:10]([F:17])[CH:9]=2)=[CH:5][CH:4]=1)#[N:2].CCN=C=NCCCN(C)C.Cl.C1C=CC2N(O)N=NC=2C=1.CCN(C(C)C)C(C)C.[NH:49]1[CH2:53][CH2:52][CH2:51][C@H:50]1[CH2:54][N:55]1[CH2:59][CH2:58][CH2:57][CH2:56]1. The product is [F:17][C:10]1[CH:9]=[C:8]([C:6]2[S:7][C:3]([C:1]#[N:2])=[CH:4][CH:5]=2)[CH:16]=[CH:15][C:11]=1[C:12]([N:49]1[CH2:53][CH2:52][CH2:51][CH:50]1[CH2:54][N:55]1[CH2:59][CH2:58][CH2:57][CH2:56]1)=[O:14].